Dataset: Forward reaction prediction with 1.9M reactions from USPTO patents (1976-2016). Task: Predict the product of the given reaction. Given the reactants [CH3:1][O:2][C:3]1[CH:4]=[C:5]([CH:9]=[CH:10][CH:11]=1)[CH2:6][CH2:7][NH2:8].[CH:12](O)=O.C(OC(=O)C)(=O)C.C(=O)(O)[O-].[Na+], predict the reaction product. The product is: [CH3:1][O:2][C:3]1[CH:4]=[C:5]2[C:9](=[CH:10][CH:11]=1)[CH:12]=[N:8][CH2:7][CH2:6]2.